The task is: Predict the reactants needed to synthesize the given product.. This data is from Full USPTO retrosynthesis dataset with 1.9M reactions from patents (1976-2016). Given the product [Br:31][CH2:30][C:12]1[C:11]2[CH:10]=[C:9]3[CH2:8][N:7]([CH2:6][CH:1]4[CH2:5][CH:4]=[CH:3][CH2:2]4)[C:19](=[O:20])[CH:18]3[CH:17]([O:21][C:22](=[O:29])[C:23]3[CH:24]=[CH:25][CH:26]=[CH:27][CH:28]=3)[C:16]=2[N:15]=[CH:14][CH:13]=1, predict the reactants needed to synthesize it. The reactants are: [CH:1]1([CH2:6][N:7]2[C:19](=[O:20])[C:18]3[C:17]([O:21][C:22](=[O:29])[C:23]4[CH:28]=[CH:27][CH:26]=[CH:25][CH:24]=4)=[C:16]4[C:11]([C:12]([CH3:30])=[CH:13][CH:14]=[N:15]4)=[CH:10][C:9]=3[CH2:8]2)[CH2:5][CH:4]=[CH:3][CH2:2]1.[Br:31]N1C(=O)CCC1=O.